From a dataset of Forward reaction prediction with 1.9M reactions from USPTO patents (1976-2016). Predict the product of the given reaction. (1) Given the reactants [CH2:1]([NH:8][C:9](=[O:15])[CH:10](Br)[CH2:11][O:12][CH3:13])[C:2]1[CH:7]=[CH:6][CH:5]=[CH:4][CH:3]=1.[N-:16]=[N+:17]=[N-:18].[Na+], predict the reaction product. The product is: [CH2:1]([NH:8][C:9](=[O:15])[CH:10]([N:16]=[N+:17]=[N-:18])[CH2:11][O:12][CH3:13])[C:2]1[CH:7]=[CH:6][CH:5]=[CH:4][CH:3]=1. (2) Given the reactants [NH2:1][C@@H:2]1[C:11]2[C:6](=[CH:7][CH:8]=[C:9]([F:12])[CH:10]=2)[C@H:5]([OH:13])[CH2:4][CH2:3]1.[H-].[Na+].F[C:17]1[CH:18]=[CH:19][C:20]2[N:21]([C:23]([CH:26]([CH3:28])[CH3:27])=[N:24][N:25]=2)[CH:22]=1, predict the reaction product. The product is: [F:12][C:9]1[CH:10]=[C:11]2[C:6]([C@H:5]([O:13][C:17]3[CH:18]=[CH:19][C:20]4[N:21]([C:23]([CH:26]([CH3:28])[CH3:27])=[N:24][N:25]=4)[CH:22]=3)[CH2:4][CH2:3][C@@H:2]2[NH2:1])=[CH:7][CH:8]=1. (3) The product is: [NH2:51][C:50]1[N:46]([CH3:45])[N:47]=[CH:48][C:49]=1[NH:52][C:13]([C@@H:12]([NH:11][C:9](=[O:10])[O:8][CH2:1][C:2]1[CH:3]=[CH:4][CH:5]=[CH:6][CH:7]=1)[CH2:16][CH2:17][CH2:18][CH2:19][NH:20][C:21](=[O:22])[O:23][C:24]([CH3:27])([CH3:26])[CH3:25])=[O:15]. Given the reactants [CH2:1]([O:8][C:9]([NH:11][C@@H:12]([CH2:16][CH2:17][CH2:18][CH2:19][NH:20][C:21]([O:23][C:24]([CH3:27])([CH3:26])[CH3:25])=[O:22])[C:13]([OH:15])=O)=[O:10])[C:2]1[CH:7]=[CH:6][CH:5]=[CH:4][CH:3]=1.C(N(CC)CC)C.ClC(OC)=O.S(O)(O)(=O)=O.[CH3:45][N:46]1[C:50]([NH2:51])=[C:49]([NH2:52])[CH:48]=[N:47]1, predict the reaction product. (4) The product is: [C:44]([O:43][C:42]([NH:41][C:38]1[C:37]2[CH:14]([C:16]3[CH:21]=[CH:20][C:19]([N:22]4[CH2:27][CH2:26][N:25]([C:28]([O:30][C:31]([CH3:34])([CH3:33])[CH3:32])=[O:29])[CH2:24][CH2:23]4)=[CH:18][CH:17]=3)[C:50]([C:49]#[N:51])=[C:4]([C:3]3[CH:8]=[CH:9][C:10]([O:12][CH3:13])=[CH:11][C:2]=3[F:1])[NH:35][C:36]=2[NH:40][N:39]=1)=[O:48])([CH3:45])([CH3:47])[CH3:46]. Given the reactants [F:1][C:2]1[CH:11]=[C:10]([O:12][CH3:13])[CH:9]=[CH:8][C:3]=1[C:4](OC)=O.[CH:14]([C:16]1[CH:21]=[CH:20][C:19]([N:22]2[CH2:27][CH2:26][N:25]([C:28]([O:30][C:31]([CH3:34])([CH3:33])[CH3:32])=[O:29])[CH2:24][CH2:23]2)=[CH:18][CH:17]=1)=O.[NH2:35][C:36]1[NH:40][N:39]=[C:38]([NH:41][C:42](=[O:48])[O:43][C:44]([CH3:47])([CH3:46])[CH3:45])[CH:37]=1.[C:49](#[N:51])[CH3:50], predict the reaction product. (5) The product is: [NH2:8][C:9]1[C:10]([F:35])=[CH:11][C:12]([F:34])=[C:13]([N:15]2[C:24]3[C:19](=[CH:20][CH:21]=[C:22]([C:25]4[C:26]([CH3:31])=[N:27][O:28][C:29]=4[CH3:30])[N:23]=3)[C:18](=[O:32])[CH:17]=[C:16]2[CH3:33])[CH:14]=1. Given the reactants C(OC([NH:8][C:9]1[C:10]([F:35])=[CH:11][C:12]([F:34])=[C:13]([N:15]2[C:24]3[C:19](=[CH:20][CH:21]=[C:22]([C:25]4[C:26]([CH3:31])=[N:27][O:28][C:29]=4[CH3:30])[N:23]=3)[C:18](=[O:32])[CH:17]=[C:16]2[CH3:33])[CH:14]=1)=O)(C)(C)C.Cl.[OH-].[Na+].C(OCC)(=O)C, predict the reaction product.